Dataset: NCI-60 drug combinations with 297,098 pairs across 59 cell lines. Task: Regression. Given two drug SMILES strings and cell line genomic features, predict the synergy score measuring deviation from expected non-interaction effect. (1) Drug 1: CC1=C(C(=CC=C1)Cl)NC(=O)C2=CN=C(S2)NC3=CC(=NC(=N3)C)N4CCN(CC4)CCO. Drug 2: C1CCC(C(C1)N)N.C(=O)(C(=O)[O-])[O-].[Pt+4]. Cell line: DU-145. Synergy scores: CSS=16.4, Synergy_ZIP=-4.79, Synergy_Bliss=-2.80, Synergy_Loewe=-4.26, Synergy_HSA=-3.09. (2) Drug 1: CNC(=O)C1=CC=CC=C1SC2=CC3=C(C=C2)C(=NN3)C=CC4=CC=CC=N4. Drug 2: C1=C(C(=O)NC(=O)N1)F. Cell line: SF-539. Synergy scores: CSS=46.9, Synergy_ZIP=-9.76, Synergy_Bliss=-13.8, Synergy_Loewe=-7.37, Synergy_HSA=-7.02. (3) Drug 1: C1=C(C(=O)NC(=O)N1)N(CCCl)CCCl. Drug 2: C(CCl)NC(=O)N(CCCl)N=O. Cell line: SNB-19. Synergy scores: CSS=33.2, Synergy_ZIP=3.09, Synergy_Bliss=7.78, Synergy_Loewe=-2.86, Synergy_HSA=6.41. (4) Drug 1: CN(C)N=NC1=C(NC=N1)C(=O)N. Drug 2: CC1=C(C(=CC=C1)Cl)NC(=O)C2=CN=C(S2)NC3=CC(=NC(=N3)C)N4CCN(CC4)CCO. Cell line: MDA-MB-231. Synergy scores: CSS=21.3, Synergy_ZIP=-7.98, Synergy_Bliss=5.74, Synergy_Loewe=-23.6, Synergy_HSA=2.52. (5) Synergy scores: CSS=-6.89, Synergy_ZIP=-0.514, Synergy_Bliss=-7.82, Synergy_Loewe=-8.01, Synergy_HSA=-9.29. Cell line: CCRF-CEM. Drug 1: C1CCC(C1)C(CC#N)N2C=C(C=N2)C3=C4C=CNC4=NC=N3. Drug 2: CC(C)(C#N)C1=CC(=CC(=C1)CN2C=NC=N2)C(C)(C)C#N. (6) Synergy scores: CSS=34.5, Synergy_ZIP=8.21, Synergy_Bliss=8.83, Synergy_Loewe=-14.3, Synergy_HSA=5.61. Cell line: MDA-MB-231. Drug 2: CCC1(CC2CC(C3=C(CCN(C2)C1)C4=CC=CC=C4N3)(C5=C(C=C6C(=C5)C78CCN9C7C(C=CC9)(C(C(C8N6C)(C(=O)OC)O)OC(=O)C)CC)OC)C(=O)OC)O.OS(=O)(=O)O. Drug 1: C1CCN(CC1)CCOC2=CC=C(C=C2)C(=O)C3=C(SC4=C3C=CC(=C4)O)C5=CC=C(C=C5)O. (7) Drug 1: CC1OCC2C(O1)C(C(C(O2)OC3C4COC(=O)C4C(C5=CC6=C(C=C35)OCO6)C7=CC(=C(C(=C7)OC)O)OC)O)O. Drug 2: C1C(C(OC1N2C=NC(=NC2=O)N)CO)O. Cell line: SK-MEL-5. Synergy scores: CSS=16.8, Synergy_ZIP=-9.40, Synergy_Bliss=2.96, Synergy_Loewe=-7.12, Synergy_HSA=0.0275.